From a dataset of Full USPTO retrosynthesis dataset with 1.9M reactions from patents (1976-2016). Predict the reactants needed to synthesize the given product. (1) Given the product [OH:29][C:26]1[CH:25]=[CH:24][C:23]([C:21]2[S:22][C:18]([C:15]3[S:14][C:13]([C:10]4[S:9][C:8]([C:5]5[CH:6]=[CH:7][C:2]([OH:1])=[CH:3][CH:4]=5)=[CH:12][CH:11]=4)=[CH:17][CH:16]=3)=[CH:19][CH:20]=2)=[CH:28][CH:27]=1.[C:30]([O:35][CH2:36][CH2:37][CH2:38][CH2:39][CH2:40][CH2:41][CH2:42][CH2:43][CH2:44][CH2:45][CH2:46][Br:47])(=[O:34])[C:31]([CH3:33])=[CH2:32].[Br:48][CH2:49][CH2:50][CH2:51][CH2:52][O:53][C:54]1[CH:59]=[CH:58][CH:57]=[C:56]([O:1][CH2:2][CH2:3][CH2:4][CH2:5][Br:47])[C:55]=1[O:60][CH2:61][CH2:62][CH2:63][CH2:64][Br:65], predict the reactants needed to synthesize it. The reactants are: [OH:1][C:2]1[CH:7]=[CH:6][C:5]([C:8]2[S:9][C:10]([C:13]3[S:14][C:15]([C:18]4[S:22][C:21]([C:23]5[CH:28]=[CH:27][C:26]([OH:29])=[CH:25][CH:24]=5)=[CH:20][CH:19]=4)=[CH:16][CH:17]=3)=[CH:11][CH:12]=2)=[CH:4][CH:3]=1.[C:30]([O:35][CH2:36][CH2:37][CH2:38][CH2:39][CH2:40][CH2:41][CH2:42][CH2:43][CH2:44][CH2:45][CH2:46][Br:47])(=[O:34])[C:31]([CH3:33])=[CH2:32].[Br:48][CH2:49][CH2:50][CH2:51][CH2:52][O:53][C:54]1[CH:59]=[CH:58][CH:57]=[CH:56][C:55]=1[O:60][CH2:61][CH2:62][CH2:63][CH2:64][Br:65]. (2) Given the product [CH3:9][N:10]([CH3:11])[C:2]1[S:3][CH:4]=[C:5]([CH:7]=[O:8])[N:6]=1, predict the reactants needed to synthesize it. The reactants are: Cl[C:2]1[S:3][CH:4]=[C:5]([CH:7]=[O:8])[N:6]=1.[CH3:9][NH:10][CH3:11].